Dataset: Merck oncology drug combination screen with 23,052 pairs across 39 cell lines. Task: Regression. Given two drug SMILES strings and cell line genomic features, predict the synergy score measuring deviation from expected non-interaction effect. (1) Cell line: SKMEL30. Synergy scores: synergy=23.5. Drug 1: Cn1nnc2c(C(N)=O)ncn2c1=O. Drug 2: CS(=O)(=O)CCNCc1ccc(-c2ccc3ncnc(Nc4ccc(OCc5cccc(F)c5)c(Cl)c4)c3c2)o1. (2) Drug 1: CCC1(O)C(=O)OCc2c1cc1n(c2=O)Cc2cc3c(CN(C)C)c(O)ccc3nc2-1. Drug 2: CNC(=O)c1cc(Oc2ccc(NC(=O)Nc3ccc(Cl)c(C(F)(F)F)c3)cc2)ccn1. Cell line: VCAP. Synergy scores: synergy=-5.75. (3) Drug 1: N.N.O=C(O)C1(C(=O)O)CCC1.[Pt]. Drug 2: CCc1cnn2c(NCc3ccc[n+]([O-])c3)cc(N3CCCCC3CCO)nc12. Cell line: HCT116. Synergy scores: synergy=-9.07. (4) Drug 1: N.N.O=C(O)C1(C(=O)O)CCC1.[Pt]. Drug 2: CS(=O)(=O)CCNCc1ccc(-c2ccc3ncnc(Nc4ccc(OCc5cccc(F)c5)c(Cl)c4)c3c2)o1. Cell line: OVCAR3. Synergy scores: synergy=21.1.